From a dataset of Full USPTO retrosynthesis dataset with 1.9M reactions from patents (1976-2016). Predict the reactants needed to synthesize the given product. (1) Given the product [CH2:21]([C:28]1([N:35]([CH3:36])[CH3:37])[CH2:29][CH2:30][C:31]([C:2]2[N:3]([CH3:11])[C:4]3[C:9]([CH:10]=2)=[CH:8][CH:7]=[CH:6][CH:5]=3)([OH:34])[CH2:32][CH2:33]1)[C:22]1[CH:27]=[CH:26][CH:25]=[CH:24][CH:23]=1, predict the reactants needed to synthesize it. The reactants are: C[C:2]1[NH:3][C:4]2[C:9]([CH:10]=1)=[CH:8][CH:7]=[CH:6][CH:5]=2.[C:11]([Li])(C)(C)C.CCCCC.[CH2:21]([C:28]1([N:35]([CH3:37])[CH3:36])[CH2:33][CH2:32][C:31](=[O:34])[CH2:30][CH2:29]1)[C:22]1[CH:27]=[CH:26][CH:25]=[CH:24][CH:23]=1. (2) Given the product [Cl:81][C:76]1[C:75]([N:73]2[CH:7]=[C:6]([C:8]3[CH:17]=[CH:16][C:15]4[C:10](=[CH:11][CH:12]=[C:13]([C:18]5[N:22]([CH:23]6[CH2:28][CH2:27][CH2:26][CH2:25][CH2:24]6)[C:21]6[CH:29]=[CH:30][C:31]([C:33]([OH:35])=[O:34])=[CH:32][C:20]=6[N:19]=5)[CH:14]=4)[N:9]=3)[C:5](=[O:36])[NH:71][C:72]2=[O:82])=[CH:80][CH:79]=[CH:78][N:77]=1, predict the reactants needed to synthesize it. The reactants are: BrC1C=C[C:5]([OH:36])=[C:6]([C:8]2[CH:17]=[CH:16][C:15]3[C:10](=[CH:11][CH:12]=[C:13]([C:18]4[N:22]([CH:23]5[CH2:28][CH2:27][CH2:26][CH2:25][CH2:24]5)[C:21]5[CH:29]=[CH:30][C:31]([C:33]([OH:35])=[O:34])=[CH:32][C:20]=5[N:19]=4)[CH:14]=3)[N:9]=2)[CH:7]=1.C(OC(C1C=CC2N(C3CCCCC3)C(C3C=CC(N)=C(C=O)C=3)=NC=2C=1)=O)C.C(C1C(=O)[NH:71][C:72](=[O:82])[N:73]([C:75]2[C:76]([Cl:81])=[N:77][CH:78]=[CH:79][CH:80]=2)C=1)(=O)C.[OH-].[K+]. (3) Given the product [Cl:1][C:2]1[CH:7]=[C:6]([C:8]#[N:9])[C:5]([O:17][CH3:16])=[CH:4][C:3]=1[CH2:11][C:12]([O:14][CH3:15])=[O:13], predict the reactants needed to synthesize it. The reactants are: [Cl:1][C:2]1[CH:7]=[C:6]([C:8]#[N:9])[C:5](F)=[CH:4][C:3]=1[CH2:11][C:12]([O:14][CH3:15])=[O:13].[C:16](=O)([O-])[O-:17].[K+].[K+]. (4) The reactants are: Cl[C:2]1[CH:7]=[CH:6][C:5]([CH2:8][O:9][CH3:10])=[CH:4][N:3]=1.O.[NH2:12][NH2:13]. Given the product [NH:12]([C:2]1[CH:7]=[CH:6][C:5]([CH2:8][O:9][CH3:10])=[CH:4][N:3]=1)[NH2:13], predict the reactants needed to synthesize it. (5) Given the product [CH2:15]([O:14][C:12](=[O:13])[CH2:11][N:1]1[C:9]2=[N:8][CH:7]=[CH:6][CH:5]=[C:4]2[CH:3]=[N:2]1)[CH3:16], predict the reactants needed to synthesize it. The reactants are: [NH:1]1[C:9]2[C:4](=[CH:5][CH:6]=[CH:7][N:8]=2)[CH:3]=[N:2]1.Br[CH2:11][C:12]([O:14][CH2:15][CH3:16])=[O:13].C([O-])([O-])=O.[K+].[K+]. (6) Given the product [NH2:1][C:4]1[CH:12]=[CH:11][C:10]2[N:9]3[CH2:13][CH2:14][CH2:15][C:8]3=[CH:7][C:6]=2[C:5]=1[C:16]([O:18][CH3:19])=[O:17], predict the reactants needed to synthesize it. The reactants are: [N+:1]([C:4]1[CH:12]=[CH:11][C:10]2[N:9]3[CH2:13][CH2:14][CH2:15][C:8]3=[CH:7][C:6]=2[C:5]=1[C:16]([O:18][CH3:19])=[O:17])([O-])=O.[Sn](Cl)Cl.